This data is from TCR-epitope binding with 47,182 pairs between 192 epitopes and 23,139 TCRs. The task is: Binary Classification. Given a T-cell receptor sequence (or CDR3 region) and an epitope sequence, predict whether binding occurs between them. (1) The epitope is TPQDLNTML. The TCR CDR3 sequence is CASSQVRAVKYEQYF. Result: 0 (the TCR does not bind to the epitope). (2) The epitope is SLYNTVATL. The TCR CDR3 sequence is CASSQGPQGVGLNEQFF. Result: 0 (the TCR does not bind to the epitope). (3) The epitope is IVTDFSVIK. The TCR CDR3 sequence is CASSLEGQLFYEQYF. Result: 1 (the TCR binds to the epitope). (4) The epitope is FLNGSCGSV. The TCR CDR3 sequence is CASSLTGPYEQYF. Result: 1 (the TCR binds to the epitope). (5) The epitope is YSEHPTFTSQY. The TCR CDR3 sequence is CASSLVAGGRDEQFF. Result: 0 (the TCR does not bind to the epitope). (6) The epitope is SSTFNVPMEKLK. The TCR CDR3 sequence is CASSLQGERTEAFF. Result: 0 (the TCR does not bind to the epitope). (7) The epitope is AIMTRCLAV. The TCR CDR3 sequence is CASSQGYTGEETQYF. Result: 0 (the TCR does not bind to the epitope). (8) The epitope is IVTDFSVIK. The TCR CDR3 sequence is CASSSGTGVPYTF. Result: 0 (the TCR does not bind to the epitope). (9) The epitope is SSTFNVPMEKLK. The TCR CDR3 sequence is CSVVSPAGEQFF. Result: 0 (the TCR does not bind to the epitope). (10) The epitope is TLIGDCATV. The TCR CDR3 sequence is CASSEGTGPYEQYF. Result: 1 (the TCR binds to the epitope).